Dataset: Full USPTO retrosynthesis dataset with 1.9M reactions from patents (1976-2016). Task: Predict the reactants needed to synthesize the given product. Given the product [N:1]1([CH2:6][CH2:12][CH2:23][OH:24])[CH:5]=[CH:4][N:3]=[N:2]1, predict the reactants needed to synthesize it. The reactants are: [N:1]1([CH:6]([CH3:12])C(OCC)=O)[CH:5]=[CH:4][N:3]=[N:2]1.[H-].[Al+3].[Li+].[H-].[H-].[H-].[OH-].[Na+].C1C[O:24][CH2:23]C1.